This data is from Peptide-MHC class II binding affinity with 134,281 pairs from IEDB. The task is: Regression. Given a peptide amino acid sequence and an MHC pseudo amino acid sequence, predict their binding affinity value. This is MHC class II binding data. (1) The binding affinity (normalized) is 0.215. The MHC is DRB1_0301 with pseudo-sequence DRB1_0301. The peptide sequence is LHFSEALRIIAGTPE. (2) The peptide sequence is VVKVQRPTPKGTVMDII. The MHC is DRB1_1101 with pseudo-sequence DRB1_1101. The binding affinity (normalized) is 0.344. (3) The peptide sequence is LEKISNEIKIVATPD. The MHC is HLA-DQA10201-DQB10202 with pseudo-sequence HLA-DQA10201-DQB10202. The binding affinity (normalized) is 0.162. (4) The peptide sequence is EVITKLGERKILRPRWI. The MHC is DRB1_0401 with pseudo-sequence DRB1_0401. The binding affinity (normalized) is 0.0697. (5) The MHC is DRB5_0101 with pseudo-sequence DRB5_0101. The binding affinity (normalized) is 0. The peptide sequence is VGDDSGGFSTTVSTE.